Dataset: Peptide-MHC class II binding affinity with 134,281 pairs from IEDB. Task: Regression. Given a peptide amino acid sequence and an MHC pseudo amino acid sequence, predict their binding affinity value. This is MHC class II binding data. The peptide sequence is NIRQAGVQY. The MHC is DRB1_1302 with pseudo-sequence DRB1_1302. The binding affinity (normalized) is 0.0799.